Dataset: NCI-60 drug combinations with 297,098 pairs across 59 cell lines. Task: Regression. Given two drug SMILES strings and cell line genomic features, predict the synergy score measuring deviation from expected non-interaction effect. (1) Drug 1: C1=CC(=C2C(=C1NCCNCCO)C(=O)C3=C(C=CC(=C3C2=O)O)O)NCCNCCO. Drug 2: CC1C(C(CC(O1)OC2CC(CC3=C2C(=C4C(=C3O)C(=O)C5=C(C4=O)C(=CC=C5)OC)O)(C(=O)C)O)N)O.Cl. Cell line: COLO 205. Synergy scores: CSS=63.5, Synergy_ZIP=8.47, Synergy_Bliss=8.54, Synergy_Loewe=8.84, Synergy_HSA=11.3. (2) Drug 1: C1CN(P(=O)(OC1)NCCCl)CCCl. Drug 2: CC1C(C(CC(O1)OC2CC(CC3=C2C(=C4C(=C3O)C(=O)C5=CC=CC=C5C4=O)O)(C(=O)C)O)N)O. Cell line: U251. Synergy scores: CSS=35.5, Synergy_ZIP=-1.87, Synergy_Bliss=-2.94, Synergy_Loewe=-44.9, Synergy_HSA=-0.958. (3) Drug 1: C1=C(C(=O)NC(=O)N1)F. Drug 2: CCC1(CC2CC(C3=C(CCN(C2)C1)C4=CC=CC=C4N3)(C5=C(C=C6C(=C5)C78CCN9C7C(C=CC9)(C(C(C8N6C)(C(=O)OC)O)OC(=O)C)CC)OC)C(=O)OC)O.OS(=O)(=O)O. Cell line: OVCAR-8. Synergy scores: CSS=32.3, Synergy_ZIP=-8.31, Synergy_Bliss=-13.4, Synergy_Loewe=-10.0, Synergy_HSA=-9.42. (4) Drug 1: C1CC(=O)NC(=O)C1N2C(=O)C3=CC=CC=C3C2=O. Drug 2: CC1C(C(CC(O1)OC2CC(CC3=C2C(=C4C(=C3O)C(=O)C5=C(C4=O)C(=CC=C5)OC)O)(C(=O)CO)O)N)O.Cl. Cell line: UACC-257. Synergy scores: CSS=51.8, Synergy_ZIP=4.64, Synergy_Bliss=6.39, Synergy_Loewe=-29.1, Synergy_HSA=6.60.